This data is from Catalyst prediction with 721,799 reactions and 888 catalyst types from USPTO. The task is: Predict which catalyst facilitates the given reaction. (1) Reactant: [C:1]([Si:5]([CH3:17])([CH3:16])[O:6][C:7]1[CH:8]=[C:9]2[C:13](=[CH:14][CH:15]=1)[NH:12][CH:11]=[CH:10]2)([CH3:4])([CH3:3])[CH3:2].Br[CH2:19][C:20]([O:22][CH2:23][CH3:24])=[O:21].C(=O)([O-])[O-].[Cs+].[Cs+].C(OCC)C. Product: [CH2:23]([O:22][C:20](=[O:21])[CH2:19][N:12]1[C:13]2[C:9](=[CH:8][C:7]([O:6][Si:5]([C:1]([CH3:4])([CH3:3])[CH3:2])([CH3:17])[CH3:16])=[CH:15][CH:14]=2)[CH:10]=[CH:11]1)[CH3:24]. The catalyst class is: 3. (2) Reactant: [NH2:1][C:2]1[CH:7]=[CH:6][C:5]([O:8][C:9]([F:12])([F:11])[F:10])=[CH:4][C:3]=1[C:13]([C:15]1[CH:20]=[CH:19][CH:18]=[CH:17][CH:16]=1)=O.[F:21][C:22]([F:30])([F:29])[C:23](=[O:28])[CH2:24][C:25](=O)[CH3:26]. Product: [F:21][C:22]([F:30])([F:29])[C:23]([C:24]1[C:25]([CH3:26])=[N:1][C:2]2[C:3]([C:13]=1[C:15]1[CH:20]=[CH:19][CH:18]=[CH:17][CH:16]=1)=[CH:4][C:5]([O:8][C:9]([F:12])([F:11])[F:10])=[CH:6][CH:7]=2)=[O:28]. The catalyst class is: 644. (3) Reactant: S(Cl)(Cl)=O.CC(CCC)C(O)=O.CC(CCC)C(Cl)=O.[CH3:21][CH:22]([CH2:28][CH2:29][CH3:30])[C:23]([N:25]=[C:26]=[S:27])=[O:24].[Cl:31][C:32]1[CH:33]=[C:34]([CH:36]=[CH:37][C:38]=1[O:39][C:40]1[C:49]2[C:44](=[CH:45][C:46]([O:52][CH3:53])=[C:47]([O:50][CH3:51])[CH:48]=2)[N:43]=[CH:42][CH:41]=1)[NH2:35]. Product: [Cl:31][C:32]1[CH:33]=[C:34]([NH:35][C:26]([NH:25][C:23](=[O:24])[CH:22]([CH3:21])[CH2:28][CH2:29][CH3:30])=[S:27])[CH:36]=[CH:37][C:38]=1[O:39][C:40]1[C:49]2[C:44](=[CH:45][C:46]([O:52][CH3:53])=[C:47]([O:50][CH3:51])[CH:48]=2)[N:43]=[CH:42][CH:41]=1. The catalyst class is: 548. (4) Reactant: [C:1]([CH:5]1[CH2:14][CH2:13][C:12]2[N:11]=[C:10]3[S:15][C:16]([C:18](Cl)=[O:19])=[CH:17][C:9]3=[CH:8][C:7]=2[CH2:6]1)([CH3:4])([CH3:3])[CH3:2].[N:21]([CH2:24][C@@H:25]([NH2:33])[C:26]1[CH:31]=[CH:30][CH:29]=[C:28]([Br:32])[CH:27]=1)=[N+:22]=[N-:23].C(N(C(C)C)CC)(C)C. Product: [N:21]([CH2:24][C@@H:25]([NH:33][C:18]([C:16]1[S:15][C:10]2=[N:11][C:12]3[CH2:13][CH2:14][CH:5]([C:1]([CH3:4])([CH3:3])[CH3:2])[CH2:6][C:7]=3[CH:8]=[C:9]2[CH:17]=1)=[O:19])[C:26]1[CH:31]=[CH:30][CH:29]=[C:28]([Br:32])[CH:27]=1)=[N+:22]=[N-:23]. The catalyst class is: 4. (5) Reactant: [N:1]([C:4]([C:24]1[CH:29]=[CH:28][CH:27]=[C:26]([O:30][C:31]([F:34])([F:33])[F:32])[CH:25]=1)([C:13]1[CH:18]=[CH:17][CH:16]=[C:15]([O:19][C:20]([F:23])([F:22])[F:21])[CH:14]=1)[C@H:5]([C:7]1[CH:12]=[CH:11][CH:10]=[CH:9][CH:8]=1)[OH:6])=[N+]=[N-]. Product: [NH2:1][C:4]([C:13]1[CH:18]=[CH:17][CH:16]=[C:15]([O:19][C:20]([F:21])([F:22])[F:23])[CH:14]=1)([C:24]1[CH:29]=[CH:28][CH:27]=[C:26]([O:30][C:31]([F:33])([F:34])[F:32])[CH:25]=1)[C@H:5]([C:7]1[CH:12]=[CH:11][CH:10]=[CH:9][CH:8]=1)[OH:6]. The catalyst class is: 19. (6) Reactant: [CH2:1]([O:3][C:4]1[C:8]([CH2:9][CH2:10][CH2:11][OH:12])=[CH:7][N:6]([C:13]2[CH:18]=[CH:17][C:16]([C:19]([F:22])([F:21])[F:20])=[CH:15][N:14]=2)[N:5]=1)[CH3:2].O[C:24]1[CH:29]=[C:28]([O:30][CH3:31])[CH:27]=[CH:26][C:25]=1[CH2:32][C:33]([O:35]C)=[O:34].C(P(CCCC)CCCC)CCC.N(C(N1CCCCC1)=O)=NC(N1CCCCC1)=O. Product: [CH2:1]([O:3][C:4]1[C:8]([CH2:9][CH2:10][CH2:11][O:12][C:26]2[CH:27]=[C:28]([O:30][CH3:31])[CH:29]=[CH:24][C:25]=2[CH2:32][C:33]([OH:35])=[O:34])=[CH:7][N:6]([C:13]2[CH:18]=[CH:17][C:16]([C:19]([F:21])([F:20])[F:22])=[CH:15][N:14]=2)[N:5]=1)[CH3:2]. The catalyst class is: 7. (7) Reactant: C([O:5][C:6]([C:8]1[C:13]([O:14][CH2:15][C:16]2[CH:21]=[CH:20][CH:19]=[CH:18][CH:17]=2)=[C:12]([OH:22])[N:11]=[C:10]([CH2:23][C:24]2([C:34]3[CH:39]=[CH:38][CH:37]=[CH:36][CH:35]=3)[CH2:33][CH2:32][C:27]3([O:31][CH2:30][CH2:29][O:28]3)[CH2:26][CH2:25]2)[N:9]=1)=[O:7])(C)(C)C.O[Li].O.CO.ClCCl. Product: [CH2:15]([O:14][C:13]1[C:8]([C:6]([OH:7])=[O:5])=[N:9][C:10]([CH2:23][C:24]2([C:34]3[CH:35]=[CH:36][CH:37]=[CH:38][CH:39]=3)[CH2:25][CH2:26][C:27]3([O:28][CH2:29][CH2:30][O:31]3)[CH2:32][CH2:33]2)=[N:11][C:12]=1[OH:22])[C:16]1[CH:17]=[CH:18][CH:19]=[CH:20][CH:21]=1. The catalyst class is: 30.